The task is: Predict the product of the given reaction.. This data is from Forward reaction prediction with 1.9M reactions from USPTO patents (1976-2016). (1) Given the reactants [I:1][C:2]1[CH:10]=[C:6]([C:7]([O-])=[O:8])[C:5]([NH2:11])=[CH:4][CH:3]=1.[NH4+:12].[CH:13]([O-])([O-])OC, predict the reaction product. The product is: [I:1][C:2]1[CH:10]=[C:6]2[C:5](=[CH:4][CH:3]=1)[N:11]=[CH:13][NH:12][C:7]2=[O:8]. (2) Given the reactants [C:1]1([C:7]2[CH:16]=[CH:15][C:14]3[C:9](=[CH:10][CH:11]=[CH:12][C:13]=3[N:17]3[CH2:22][CH2:21][N:20](C(OC(C)(C)C)=O)[CH2:19][CH2:18]3)[N:8]=2)[CH:6]=[CH:5][CH:4]=[CH:3][CH:2]=1.FC(F)(F)C(O)=O, predict the reaction product. The product is: [C:1]1([C:7]2[CH:16]=[CH:15][C:14]3[C:9](=[CH:10][CH:11]=[CH:12][C:13]=3[N:17]3[CH2:22][CH2:21][NH:20][CH2:19][CH2:18]3)[N:8]=2)[CH:2]=[CH:3][CH:4]=[CH:5][CH:6]=1. (3) The product is: [C:27]([O:30][CH2:31][C:32]1[C:33]([N:47]2[CH2:58][CH2:57][N:56]3[C:49](=[CH:50][C:51]4[CH2:52][C:53]([CH3:60])([CH3:59])[CH2:54][C:55]=43)[C:48]2=[O:61])=[N:34][CH:35]=[CH:36][C:37]=1[C:2]1[CH:3]=[C:4]([NH:10][C:11]2[CH:16]=[CH:15][C:14]([C:17]([N:19]3[C@@H:24]([CH3:25])[CH2:23][O:22][CH2:21][C@H:20]3[CH3:26])=[O:18])=[CH:13][N:12]=2)[C:5](=[O:9])[N:6]([CH3:8])[CH:7]=1)(=[O:29])[CH3:28]. Given the reactants Br[C:2]1[CH:3]=[C:4]([NH:10][C:11]2[CH:16]=[CH:15][C:14]([C:17]([N:19]3[C@@H:24]([CH3:25])[CH2:23][O:22][CH2:21][C@H:20]3[CH3:26])=[O:18])=[CH:13][N:12]=2)[C:5](=[O:9])[N:6]([CH3:8])[CH:7]=1.[C:27]([O:30][CH2:31][C:32]1[C:33]([N:47]2[CH2:58][CH2:57][N:56]3[C:49](=[CH:50][C:51]4[CH2:52][C:53]([CH3:60])([CH3:59])[CH2:54][C:55]=43)[C:48]2=[O:61])=[N:34][CH:35]=[CH:36][C:37]=1B1OC(C)(C)C(C)(C)O1)(=[O:29])[CH3:28].[O-]P([O-])([O-])=O.[K+].[K+].[K+].C([O-])(=O)C.[Na+], predict the reaction product. (4) Given the reactants [NH4+].[Cl-].[CH2:3]([C:6]1([CH2:26][O:27][CH3:28])[CH2:15][CH2:14][C:13]2[C:8](=[CH:9][CH:10]=[C:11]([C:16]3[CH:21]=[CH:20][C:19]([N+:22]([O-])=O)=[CH:18][CH:17]=3)[CH:12]=2)[C:7]1=[O:25])[CH:4]=[CH2:5], predict the reaction product. The product is: [CH2:3]([C:6]1([CH2:26][O:27][CH3:28])[CH2:15][CH2:14][C:13]2[C:8](=[CH:9][CH:10]=[C:11]([C:16]3[CH:17]=[CH:18][C:19]([NH2:22])=[CH:20][CH:21]=3)[CH:12]=2)[C:7]1=[O:25])[CH:4]=[CH2:5]. (5) Given the reactants [Cl:1][C:2]1[CH:20]=[CH:19][CH:18]=[C:17]([Cl:21])[C:3]=1[CH2:4][N:5]1[C:10](=[O:11])[CH2:9][NH:8][C:7]2[N:12]=[CH:13][C:14](I)=[CH:15][C:6]1=2.[N:22]1[CH:27]=[CH:26][CH:25]=[C:24](B(O)O)[CH:23]=1, predict the reaction product. The product is: [Cl:1][C:2]1[CH:20]=[CH:19][CH:18]=[C:17]([Cl:21])[C:3]=1[CH2:4][N:5]1[C:10](=[O:11])[CH2:9][NH:8][C:7]2[N:12]=[CH:13][C:14]([C:24]3[CH:23]=[N:22][CH:27]=[CH:26][CH:25]=3)=[CH:15][C:6]1=2. (6) Given the reactants [CH3:1][C:2]1[N:12]=[CH:11][CH:10]=[CH:9][C:3]=1[C:4]([O:6][CH2:7][CH3:8])=[O:5].[CH3:13][C:14](C)([CH3:18])[C:15](O)=O.S(OOS([O-])(=O)=O)([O-])(=O)=O.[NH4+].[NH4+].[NH4+].[OH-], predict the reaction product. The product is: [C:14]([C:11]1[N:12]=[C:2]([CH3:1])[C:3]([C:4]([O:6][CH2:7][CH3:8])=[O:5])=[CH:9][CH:10]=1)([CH3:18])([CH3:15])[CH3:13]. (7) Given the reactants [Cl:1][C:2]1[CH:7]=[CH:6][CH:5]=[CH:4][C:3]=1[C:8]1[C:9]([CH2:23][C:24]([NH:26][C:27](=[NH:33])[N:28]2[CH:32]=[CH:31][CH:30]=N2)=[O:25])=[C:10]([C:13]2[CH:18]=[CH:17][C:16]([O:19][CH2:20][CH2:21][CH3:22])=[CH:15][CH:14]=2)[S:11][CH:12]=1.NCCC[OH:38].C(N(C(C)C)CC)(C)C, predict the reaction product. The product is: [Cl:1][C:2]1[CH:7]=[CH:6][CH:5]=[CH:4][C:3]=1[C:8]1[C:9]([CH2:23][C:24]([NH:26][C:27]([NH:28][CH2:32][CH2:31][CH2:30][OH:38])=[NH:33])=[O:25])=[C:10]([C:13]2[CH:18]=[CH:17][C:16]([O:19][CH2:20][CH2:21][CH3:22])=[CH:15][CH:14]=2)[S:11][CH:12]=1. (8) Given the reactants [CH:1]1([S:4]([N:7]2[CH2:12][CH2:11][N:10]([C:13]([C:15]3[NH:16][C:17]4[C:22]([CH:23]=3)=[CH:21][C:20]([C:24]([N:26]3[CH2:31][CH2:30][N:29]([CH:32]([CH3:34])[CH3:33])[CH2:28][CH2:27]3)=[O:25])=[CH:19][CH:18]=4)=[O:14])[CH2:9][CH2:8]2)(=[O:6])=[O:5])[CH2:3][CH2:2]1.[Cl:35][C:36]1[CH:41]=[C:40](B(O)O)[CH:39]=[CH:38][N:37]=1, predict the reaction product. The product is: [Cl:35][C:36]1[CH:41]=[C:40]([N:16]2[C:17]3[C:22](=[CH:21][C:20]([C:24]([N:26]4[CH2:27][CH2:28][N:29]([CH:32]([CH3:34])[CH3:33])[CH2:30][CH2:31]4)=[O:25])=[CH:19][CH:18]=3)[CH:23]=[C:15]2[C:13]([N:10]2[CH2:9][CH2:8][N:7]([S:4]([CH:1]3[CH2:2][CH2:3]3)(=[O:5])=[O:6])[CH2:12][CH2:11]2)=[O:14])[CH:39]=[CH:38][N:37]=1.